From a dataset of Full USPTO retrosynthesis dataset with 1.9M reactions from patents (1976-2016). Predict the reactants needed to synthesize the given product. (1) The reactants are: [H-].[Al+3].[Li+].[H-].[H-].[H-].C(O[C:12](=O)[NH:13][CH2:14][C@@H:15]1[C@@H:19]([CH2:20][S:21][CH3:22])[O:18][C:17]([CH3:24])([CH3:23])[O:16]1)(C)(C)C. Given the product [CH3:23][C:17]1([CH3:24])[O:16][C@H:15]([CH2:14][NH:13][CH3:12])[C@@H:19]([CH2:20][S:21][CH3:22])[O:18]1, predict the reactants needed to synthesize it. (2) The reactants are: [CH2:1]([O:8][C:9]1[CH:14]=[CH:13][C:12]([C:15]2[NH:36][C:18]3=[N:19][C:20]([C:23]4[CH2:28][CH2:27][N:26](C(OC(C)(C)C)=O)[CH2:25][CH:24]=4)=[CH:21][CH:22]=[C:17]3[N:16]=2)=[CH:11][CH:10]=1)[C:2]1[CH:7]=[CH:6][CH:5]=[CH:4][CH:3]=1.C(O)(C(F)(F)F)=O. Given the product [CH2:1]([O:8][C:9]1[CH:14]=[CH:13][C:12]([C:15]2[NH:36][C:18]3=[N:19][C:20]([C:23]4[CH2:28][CH2:27][NH:26][CH2:25][CH:24]=4)=[CH:21][CH:22]=[C:17]3[N:16]=2)=[CH:11][CH:10]=1)[C:2]1[CH:3]=[CH:4][CH:5]=[CH:6][CH:7]=1, predict the reactants needed to synthesize it. (3) The reactants are: C(O[C:4]([C:6]1([CH2:12][CH2:13]OC)[CH2:11][CH2:10][NH:9][CH2:8][CH2:7]1)=[O:5])C.[Cl:16][C:17]1[CH:22]=[CH:21][CH:20]=[CH:19][C:18]=1[S:23](Cl)(=[O:25])=[O:24].[N:27]1[CH:32]=[CH:31][CH:30]=[C:29]([O:33][C:34]2[CH:39]=[CH:38][C:37]([NH2:40])=[CH:36][CH:35]=2)[CH:28]=1. Given the product [Cl:16][C:17]1[CH:22]=[CH:21][CH:20]=[CH:19][C:18]=1[S:23]([N:9]1[CH2:8][CH2:7][C:6]2([C:4](=[O:5])[N:40]([C:37]3[CH:36]=[CH:35][C:34]([O:33][C:29]4[CH:28]=[N:27][CH:32]=[CH:31][CH:30]=4)=[CH:39][CH:38]=3)[CH2:13][CH2:12]2)[CH2:11][CH2:10]1)(=[O:25])=[O:24], predict the reactants needed to synthesize it. (4) The reactants are: ClC(Cl)(Cl)C(Cl)(Cl)Cl.C1(P(C2C=CC=CC=2)C2C=CC=CC=2)C=CC=CC=1.[CH2:28]([O:35][C:36]1[CH:41]=[C:40]([NH:42][C:43](=[O:55])[C:44]2[CH:49]=[CH:48][C:47]([O:50][CH2:51][CH:52]3[CH2:54][CH2:53]3)=[CH:46][CH:45]=2)[C:39](O)=[CH:38][N:37]=1)[C:29]1[CH:34]=[CH:33][CH:32]=[CH:31][CH:30]=1.Cl. Given the product [CH2:28]([O:35][C:36]1[N:37]=[CH:38][C:39]2[O:55][C:43]([C:44]3[CH:45]=[CH:46][C:47]([O:50][CH2:51][CH:52]4[CH2:53][CH2:54]4)=[CH:48][CH:49]=3)=[N:42][C:40]=2[CH:41]=1)[C:29]1[CH:30]=[CH:31][CH:32]=[CH:33][CH:34]=1, predict the reactants needed to synthesize it. (5) Given the product [OH:3][CH2:4][C:5]([CH2:6][OH:7])([CH2:18][F:19])[CH2:8][CH2:9][N:10]1[CH:14]=[CH:13][N:12]=[C:11]1[N+:15]([O-:17])=[O:16], predict the reactants needed to synthesize it. The reactants are: CC1(C)[O:7][CH2:6][C:5]([CH2:18][F:19])([CH2:8][CH2:9][N:10]2[CH:14]=[CH:13][N:12]=[C:11]2[N+:15]([O-:17])=[O:16])[CH2:4][O:3]1.Cl. (6) Given the product [CH2:3]([C:5]1[S:6][C:7]([C:17]2[CH:22]=[CH:21][N+:20]([O-:1])=[CH:19][CH:18]=2)=[C:8]([C:10]2[CH:11]=[CH:12][C:13]([F:16])=[CH:14][CH:15]=2)[N:9]=1)[CH3:4], predict the reactants needed to synthesize it. The reactants are: [OH:1]O.[CH2:3]([C:5]1[S:6][C:7]([C:17]2[CH:22]=[CH:21][N:20]=[CH:19][CH:18]=2)=[C:8]([C:10]2[CH:15]=[CH:14][C:13]([F:16])=[CH:12][CH:11]=2)[N:9]=1)[CH3:4].